Dataset: Full USPTO retrosynthesis dataset with 1.9M reactions from patents (1976-2016). Task: Predict the reactants needed to synthesize the given product. Given the product [Cl:17][C:14]1[CH:15]=[C:16]2[NH:8][C:9](=[O:24])[C:10]3([CH:18]([CH2:19][C:20]([CH3:22])([CH3:23])[CH3:21])[CH2:34][NH:33][CH:32]3[C:28]3[CH:29]=[CH:30][CH:31]=[C:26]([Cl:25])[C:27]=3[F:39])[C:11]2=[CH:12][CH:13]=1, predict the reactants needed to synthesize it. The reactants are: C(OC([N:8]1[C:16]2[C:11](=[CH:12][CH:13]=[C:14]([Cl:17])[CH:15]=2)/[C:10](=[CH:18]/[CH2:19][C:20]([CH3:23])([CH3:22])[CH3:21])/[C:9]1=[O:24])=O)(C)(C)C.[Cl:25][C:26]1[C:27]([F:39])=[C:28](/[CH:32]=[N:33]/[CH2:34][Si](C)(C)C)[CH:29]=[CH:30][CH:31]=1.C(O)(=O)C.O.